This data is from Forward reaction prediction with 1.9M reactions from USPTO patents (1976-2016). The task is: Predict the product of the given reaction. (1) Given the reactants [CH:1]([O:4][C:5]([N:7]1[CH2:12][CH2:11][CH:10]([OH:13])[CH2:9][CH2:8]1)=[O:6])([CH3:3])[CH3:2].[Br:14][C:15]1[CH:20]=[CH:19][C:18](O)=[CH:17][CH:16]=1.C1(P(C2C=CC=CC=2)C2C=CC=CC=2)C=CC=CC=1, predict the reaction product. The product is: [CH:1]([O:4][C:5]([N:7]1[CH2:8][CH2:9][CH:10]([O:13][C:18]2[CH:19]=[CH:20][C:15]([Br:14])=[CH:16][CH:17]=2)[CH2:11][CH2:12]1)=[O:6])([CH3:3])[CH3:2]. (2) Given the reactants C(=O)([O-])[O-].[K+].[K+].CN(C=O)C.[Br:12][C:13]1[C:14]([Cl:24])=[C:15]([OH:23])[C:16]([S:19]([CH3:22])(=[O:21])=[O:20])=[CH:17][CH:18]=1.Br[CH2:26][CH2:27][CH:28]1[O:32][CH2:31][CH2:30][O:29]1, predict the reaction product. The product is: [C:13]1([CH3:26])[CH:14]=[CH:15][CH:16]=[CH:17][CH:18]=1.[Br:12][C:13]1[C:14]([Cl:24])=[C:15]([C:16]([S:19]([CH3:22])(=[O:21])=[O:20])=[CH:17][CH:18]=1)[O:23][CH2:26][CH2:27][CH:28]1[O:32][CH2:31][CH2:30][O:29]1. (3) Given the reactants [Cl:1][C:2]1[CH:3]=[CH:4][C:5]([F:37])=[C:6]([C:8]2[CH:13]=[CH:12][C:11]([CH2:14][N:15]([CH2:31][C@@H:32]([OH:36])[C:33]([OH:35])=[O:34])[NH:16][C:17]([C:19]3[NH:23][C:22](=[O:24])[N:21]([C:25]4[CH:30]=[CH:29][CH:28]=[CH:27][CH:26]=4)[N:20]=3)=[O:18])=[CH:10][CH:9]=2)[CH:7]=1.[C:38](=[O:45])([O:42][CH2:43][CH3:44])[O:39][CH2:40]Cl.[Na+].[I-].CC1C=CC=C(C)N=1, predict the reaction product. The product is: [CH2:43]([O:42][C:38]([O:39][CH2:40][O:34][C:33](=[O:35])[C@H:32]([OH:36])[CH2:31][N:15]([CH2:14][C:11]1[CH:10]=[CH:9][C:8]([C:6]2[CH:7]=[C:2]([Cl:1])[CH:3]=[CH:4][C:5]=2[F:37])=[CH:13][CH:12]=1)[NH:16][C:17]([C:19]1[NH:23][C:22](=[O:24])[N:21]([C:25]2[CH:30]=[CH:29][CH:28]=[CH:27][CH:26]=2)[N:20]=1)=[O:18])=[O:45])[CH3:44]. (4) Given the reactants Cl.ClC[C:4]1[C:9]([CH3:10])=[C:8](OC)[CH:7]=[CH:6][N:5]=1.[OH-:13].[Na+].[CH3:15]O, predict the reaction product. The product is: [CH3:15][O:13][C:4]1[C:9]([CH3:10])=[CH:8][CH:7]=[CH:6][N:5]=1. (5) Given the reactants [Cl-].[Ce+3].[Cl-].[Cl-].[CH3:5][C@H:6]1[C:10](=[O:11])[CH2:9][CH2:8][N:7]1[C:12]([O:14][CH2:15][C:16]1[CH:21]=[CH:20][CH:19]=[CH:18][CH:17]=1)=[O:13].[CH2:22]([Mg]Br)[CH2:23][CH3:24].C1COCC1, predict the reaction product. The product is: [OH:11][C@@:10]1([CH2:22][CH2:23][CH3:24])[CH2:9][CH2:8][N:7]([C:12]([O:14][CH2:15][C:16]2[CH:21]=[CH:20][CH:19]=[CH:18][CH:17]=2)=[O:13])[C@H:6]1[CH3:5]. (6) Given the reactants [Cl:1][C:2]1[CH:3]=[C:4]([CH:9]=[CH:10][C:11]=1[OH:12])[C:5]([O:7][CH3:8])=[O:6].C(=O)([O-])[O-].[Cs+].[Cs+].Br[CH2:20][C:21]1[CH:26]=[CH:25][C:24]([F:27])=[C:23]([F:28])[CH:22]=1.[OH-].[Na+], predict the reaction product. The product is: [CH3:8][O:7][C:5](=[O:6])[C:4]1[CH:9]=[CH:10][C:11]([O:12][CH2:20][C:21]2[CH:26]=[CH:25][C:24]([F:27])=[C:23]([F:28])[CH:22]=2)=[C:2]([Cl:1])[CH:3]=1. (7) Given the reactants [F:1][C:2]1[CH:7]=[CH:6][C:5](/[C:8](/[C:12]2[CH:17]=[CH:16][CH:15]=[C:14]([S:18]([CH3:21])(=[O:20])=[O:19])[CH:13]=2)=[CH:9]\[C:10]#[N:11])=[CH:4][CH:3]=1, predict the reaction product. The product is: [F:1][C:2]1[CH:3]=[CH:4][C:5]([CH:8]([C:12]2[CH:17]=[CH:16][CH:15]=[C:14]([S:18]([CH3:21])(=[O:20])=[O:19])[CH:13]=2)[CH2:9][CH2:10][NH2:11])=[CH:6][CH:7]=1. (8) The product is: [OH:29][C:2]1[CH:3]=[N:4][C:5]([O:8][C:9]2[CH:14]=[CH:13][C:12]([CH2:15][CH2:16][CH:17]([NH:19][C:20](=[O:22])[CH3:21])[CH3:18])=[CH:11][CH:10]=2)=[N:6][CH:7]=1. Given the reactants Br[C:2]1[CH:3]=[N:4][C:5]([O:8][C:9]2[CH:14]=[CH:13][C:12]([CH2:15][CH2:16][CH:17]([NH:19][C:20](=[O:22])[CH3:21])[CH3:18])=[CH:11][CH:10]=2)=[N:6][CH:7]=1.C([Li])CCC.B(OC)(OC)[O:29]C.C(OO)(=O)C.S([O-])(O)=O.[Na+], predict the reaction product. (9) Given the reactants [CH2:1]([O:3][C:4](=[O:14])[C:5]([CH3:13])([C:7]1[CH:12]=[CH:11][CH:10]=[CH:9][CH:8]=1)[CH3:6])[CH3:2].F[B-](F)(F)F.[O:20]=[N+:21]=[O:22], predict the reaction product. The product is: [CH2:1]([O:3][C:4](=[O:14])[C:5]([CH3:13])([C:7]1[CH:12]=[CH:11][C:10]([N+:21]([O-:22])=[O:20])=[CH:9][CH:8]=1)[CH3:6])[CH3:2].